Dataset: Full USPTO retrosynthesis dataset with 1.9M reactions from patents (1976-2016). Task: Predict the reactants needed to synthesize the given product. The reactants are: [C:1]([CH:4]([C:22](=[O:25])[CH2:23][CH3:24])[CH2:5][C:6]([C:8]1[CH:9]=[C:10]2[C:15](=[CH:16][CH:17]=1)[N:14]([CH3:18])[C:13](=[O:19])[CH2:12][C:11]2([CH3:21])[CH3:20])=O)(=O)[CH3:2].[NH2:26][C:27]1[CH:32]=[CH:31][C:30]([S:33]([NH2:36])(=[O:35])=[O:34])=[CH:29][CH:28]=1.N. Given the product [CH3:2][C:1]1[N:26]([C:27]2[CH:32]=[CH:31][C:30]([S:33]([NH2:36])(=[O:34])=[O:35])=[CH:29][CH:28]=2)[C:6]([C:8]2[CH:9]=[C:10]3[C:15](=[CH:16][CH:17]=2)[N:14]([CH3:18])[C:13](=[O:19])[CH2:12][C:11]3([CH3:21])[CH3:20])=[CH:5][C:4]=1[C:22](=[O:25])[CH2:23][CH3:24], predict the reactants needed to synthesize it.